The task is: Predict the reaction yield, written as a fraction of the theoretical maximum amount of product (1.0 means a 100% yield; for example, 0.34 means a 34% yield).. This data is from Reaction yield outcomes from USPTO patents with 853,638 reactions. The reactants are [F:1][C:2]1[CH:3]=[C:4]([CH:14]=[C:15]([F:17])[CH:16]=1)[CH2:5][P:6](=[O:13])([O:10]CC)[O:7]CC.Br[Si](C)(C)C.O. The catalyst is ClCCl.CO. The product is [F:17][C:15]1[CH:14]=[C:4]([CH:3]=[C:2]([F:1])[CH:16]=1)[CH2:5][P:6](=[O:7])([OH:13])[OH:10]. The yield is 0.910.